This data is from Catalyst prediction with 721,799 reactions and 888 catalyst types from USPTO. The task is: Predict which catalyst facilitates the given reaction. (1) Reactant: Cl[C:2]1[CH:7]=[CH:6][C:5]([O:8][CH3:9])=[CH:4][C:3]=1[N+:10]([O-])=O.C(OC)(=O)[CH2:14][C:15](OC)=[O:16].[H-].[Na+]. Product: [CH3:9][O:8][C:5]1[CH:4]=[C:3]2[C:2]([CH2:14][C:15](=[O:16])[NH:10]2)=[CH:7][CH:6]=1. The catalyst class is: 292. (2) Reactant: [CH2:1]([O:3][CH2:4][C:5]1[CH:28]=[CH:27][C:8]2[C:9]([CH2:12][CH2:13][CH:14]3[CH2:19][CH2:18][N:17]([C:20]([O:22][C:23]([CH3:26])([CH3:25])[CH3:24])=[O:21])[CH2:16][CH2:15]3)=[N:10][O:11][C:7]=2[C:6]=1[CH2:29]O)[CH3:2].[CH2:31]([N:33](CC)[CH2:34]C)C.CS(Cl)(=O)=O.CNC. Product: [CH3:31][N:33]([CH2:29][C:6]1[C:7]2[O:11][N:10]=[C:9]([CH2:12][CH2:13][CH:14]3[CH2:15][CH2:16][N:17]([C:20]([O:22][C:23]([CH3:25])([CH3:26])[CH3:24])=[O:21])[CH2:18][CH2:19]3)[C:8]=2[CH:27]=[CH:28][C:5]=1[CH2:4][O:3][CH2:1][CH3:2])[CH3:34]. The catalyst class is: 30. (3) Product: [Br:2][C:3]1[CH:8]=[CH:7][C:6]([NH:9][N:10]2[C:14](=[O:15])[C:13]3[C:12](=[CH:20][CH:19]=[CH:18][CH:17]=3)[C:11]2=[O:16])=[CH:5][CH:4]=1. Reactant: Cl.[Br:2][C:3]1[CH:8]=[CH:7][C:6]([NH:9][NH2:10])=[CH:5][CH:4]=1.[C:11]1(=O)[O:16][C:14](=[O:15])[C:13]2=[CH:17][CH:18]=[CH:19][CH:20]=[C:12]12. The catalyst class is: 52. (4) Reactant: S([Cl:11])(C1C=CC(C)=CC=1)(=O)=O.[CH3:12][C:13]1[C:18]([CH3:19])=[CH:17][C:16]([CH3:20])=[CH:15][N+:14]=1[O-].C(N(CC)CC)C. Product: [Cl:11][CH2:12][C:13]1[C:18]([CH3:19])=[CH:17][C:16]([CH3:20])=[CH:15][N:14]=1. The catalyst class is: 2. (5) Reactant: [CH2:1]([C:3]1[C:4](=[O:9])[O:5][CH2:6][C:7]=1[OH:8])[CH3:2].N1C(C)=CC=CC=1C.[S:18](O[S:18]([C:21]([F:24])([F:23])[F:22])(=[O:20])=[O:19])([C:21]([F:24])([F:23])[F:22])(=[O:20])=[O:19]. Product: [F:22][C:21]([F:24])([F:23])[S:18]([O:8][C:7]1[CH2:6][O:5][C:4](=[O:9])[C:3]=1[CH2:1][CH3:2])(=[O:20])=[O:19]. The catalyst class is: 4.